Dataset: NCI-60 drug combinations with 297,098 pairs across 59 cell lines. Task: Regression. Given two drug SMILES strings and cell line genomic features, predict the synergy score measuring deviation from expected non-interaction effect. Cell line: SNB-75. Drug 1: CN(C)N=NC1=C(NC=N1)C(=O)N. Drug 2: CC=C1C(=O)NC(C(=O)OC2CC(=O)NC(C(=O)NC(CSSCCC=C2)C(=O)N1)C(C)C)C(C)C. Synergy scores: CSS=53.0, Synergy_ZIP=3.76, Synergy_Bliss=4.58, Synergy_Loewe=-72.4, Synergy_HSA=3.24.